This data is from Full USPTO retrosynthesis dataset with 1.9M reactions from patents (1976-2016). The task is: Predict the reactants needed to synthesize the given product. (1) Given the product [CH3:5][C:4]([Si:7]([CH3:43])([CH3:44])[O:8][C@H:9]1[C@H:18]([NH:19][C:20](=[O:21])[O:22][C:23]([CH3:25])([CH3:24])[CH3:26])[CH2:17][C:16]2[N:15]=[CH:14][C:13]([N:27]3[C:36](=[O:37])[CH2:35][NH:34][C:33]4[CH:32]=[CH:31][C:30]([O:41][CH3:42])=[N:29][C:28]3=4)=[CH:12][C:11]=2[CH2:10]1)([CH3:6])[CH3:3], predict the reactants needed to synthesize it. The reactants are: [H-].[Na+].[CH3:3][C:4]([Si:7]([CH3:44])([CH3:43])[O:8][C@H:9]1[C@H:18]([NH:19][C:20]([O:22][C:23]([CH3:26])([CH3:25])[CH3:24])=[O:21])[CH2:17][C:16]2[N:15]=[CH:14][C:13]([NH:27][C:28]3[C:33]([NH:34][CH2:35][C:36](OCC)=[O:37])=[CH:32][CH:31]=[C:30]([O:41][CH3:42])[N:29]=3)=[CH:12][C:11]=2[CH2:10]1)([CH3:6])[CH3:5]. (2) Given the product [CH3:28][N:2]([CH3:1])[C:3]([C:5]1[C:6]2[C@H:7]([O:27][CH2:39][CH2:40][CH2:41][CH3:42])[C@H:8]([OH:26])[C@@H:9]([C:20]3[CH:25]=[CH:24][CH:23]=[CH:22][CH:21]=3)[NH:10][C:11]=2[C:12]2[N:17]=[C:16]([CH3:18])[N:15]([CH3:19])[C:13]=2[CH:14]=1)=[O:4], predict the reactants needed to synthesize it. The reactants are: [CH3:1][N:2]([CH3:28])[C:3]([C:5]1[C:6]2[CH:7]([OH:27])[C@H:8]([OH:26])[C@@H:9]([C:20]3[CH:25]=[CH:24][CH:23]=[CH:22][CH:21]=3)[NH:10][C:11]=2[C:12]2[N:17]=[C:16]([CH3:18])[N:15]([CH3:19])[C:13]=2[CH:14]=1)=[O:4].CS(O)(=O)=O.C(=O)([O-])O.[Na+].[CH2:39](O)[CH2:40][CH2:41][CH3:42]. (3) Given the product [CH3:13][O:12][C:8]1[CH:9]=[C:10]2[C:5](=[CH:6][CH:7]=1)[NH:4][C:3]([CH:2]=[O:1])=[CH:11]2, predict the reactants needed to synthesize it. The reactants are: [OH:1][CH2:2][C:3]1[NH:4][C:5]2[C:10]([CH:11]=1)=[CH:9][C:8]([O:12][CH3:13])=[CH:7][CH:6]=2.